From a dataset of Forward reaction prediction with 1.9M reactions from USPTO patents (1976-2016). Predict the product of the given reaction. (1) The product is: [C:6]([C:8]1[CH:9]=[CH:10][C:11]([O:4][CH:1]([CH3:3])[CH3:2])=[C:12]([CH:16]=1)[C:13]([OH:15])=[O:14])#[N:7]. Given the reactants [CH:1]([OH:4])([CH3:3])[CH3:2].[Na].[C:6]([C:8]1[CH:9]=[CH:10][C:11](I)=[C:12]([CH:16]=1)[C:13]([OH:15])=[O:14])#[N:7], predict the reaction product. (2) Given the reactants C(OC([N:11]1[CH2:19][C:18]2[C:13](=[CH:14][CH:15]=[C:16]([CH2:20]O)[CH:17]=2)[CH2:12]1)=O)C1C=CC=CC=1.[CH3:22][N:23]1[CH2:28][CH2:27][NH:26][CH2:25][CH2:24]1.C(O[BH-](OC(=O)C)OC(=O)C)(=O)C.[Na+].[ClH:43].C([O-])([O-])=O.[K+].[K+], predict the reaction product. The product is: [ClH:43].[ClH:43].[ClH:43].[CH3:22][N:23]1[CH2:28][CH2:27][N:26]([CH2:20][C:16]2[CH:17]=[C:18]3[C:13](=[CH:14][CH:15]=2)[CH2:12][NH:11][CH2:19]3)[CH2:25][CH2:24]1. (3) The product is: [Cl:1][C:2]1[C:7]([F:8])=[CH:6][CH:5]=[C:4]([Cl:9])[C:3]=1[CH:10]([O:12][C:13]1[C:14]([NH:30][C:31](=[O:33])[CH3:32])=[N:15][CH:16]=[C:17]([C:19]2[CH:20]=[N:21][N:22]([CH:24]3[CH2:29][CH2:28][N:27]([CH2:34][CH3:35])[CH2:26][CH2:25]3)[CH:23]=2)[CH:18]=1)[CH3:11]. Given the reactants [Cl:1][C:2]1[C:7]([F:8])=[CH:6][CH:5]=[C:4]([Cl:9])[C:3]=1[CH:10]([O:12][C:13]1[C:14]([NH:30][C:31](=[O:33])[CH3:32])=[N:15][CH:16]=[C:17]([C:19]2[CH:20]=[N:21][N:22]([CH:24]3[CH2:29][CH2:28][NH:27][CH2:26][CH2:25]3)[CH:23]=2)[CH:18]=1)[CH3:11].[CH3:34][CH2:35]N(CC)CC.BrCC, predict the reaction product. (4) Given the reactants [CH3:1][O:2][C:3]1[CH:4]=[C:5]([C:9](=[O:13])[CH2:10][C:11]#[N:12])[CH:6]=[CH:7][CH:8]=1.[CH3:14][O:15][C:16]1[CH:17]=[C:18]([CH:20]=[CH:21][C:22]=1[O:23][CH3:24])[NH2:19], predict the reaction product. The product is: [CH3:14][O:15][C:16]1[CH:17]=[C:18]([NH:19][C:11](=[NH:12])[CH2:10][C:9]([C:5]2[CH:6]=[CH:7][CH:8]=[C:3]([O:2][CH3:1])[CH:4]=2)=[O:13])[CH:20]=[CH:21][C:22]=1[O:23][CH3:24]. (5) The product is: [Cl:8][C:6]1[CH:5]=[C:4]([C:9]2[CH:13]=[C:12]([C:14]3[CH:15]=[N:16][C:17]4[C:22]([CH:23]=3)=[CH:21][CH:20]=[C:19]([O:24][CH3:25])[CH:18]=4)[N:11]([C@H:26]([C:28]3[CH:29]=[CH:30][C:31]([C:32]([NH:34][CH2:35][CH2:36][C:37]([OH:39])=[O:38])=[O:33])=[CH:44][CH:45]=3)[CH3:27])[N:10]=2)[CH:3]=[C:2]([Cl:1])[CH:7]=1. Given the reactants [Cl:1][C:2]1[CH:3]=[C:4]([C:9]2[CH:13]=[C:12]([C:14]3[CH:15]=[N:16][C:17]4[C:22]([CH:23]=3)=[CH:21][CH:20]=[C:19]([O:24][CH3:25])[CH:18]=4)[N:11]([C@H:26]([C:28]3[CH:45]=[CH:44][C:31]([C:32]([NH:34][CH2:35][CH2:36][C:37]([O:39]C(C)(C)C)=[O:38])=[O:33])=[CH:30][CH:29]=3)[CH3:27])[N:10]=2)[CH:5]=[C:6]([Cl:8])[CH:7]=1.C(O)(C(F)(F)F)=O, predict the reaction product. (6) Given the reactants [K].[F-].[C:3]([C:5]([C:27]#[N:28])=[C:6]1[C:10]([C:11]#[N:12])=[C:9]([C:13]2[CH:18]=[CH:17][C:16]([C:19]#[C:20][Si](C)(C)C)=[CH:15][CH:14]=2)[C:8]([CH3:26])([CH3:25])[O:7]1)#[N:4].O, predict the reaction product. The product is: [C:11]([C:10]1[C:6](=[C:5]([C:3]#[N:4])[C:27]#[N:28])[O:7][C:8]([CH3:26])([CH3:25])[C:9]=1[C:13]1[CH:18]=[CH:17][C:16]([C:19]#[CH:20])=[CH:15][CH:14]=1)#[N:12]. (7) Given the reactants [C:1]([N:8]1[CH:12]=[CH:11][N:10]=[CH:9]1)(N1C=CN=C1)=O.[CH3:13][O:14][CH:15]1[CH2:20][CH2:19][CH:18]([C:21]([OH:23])=O)[CH2:17][CH2:16]1.[ClH:24].ClC1C([NH:32][CH2:33][C:34]2[CH:43]=[C:42]3[C:37]([CH:38]=[CH:39][C:40]([C:44]4[CH:49]=[CH:48][CH:47]=[CH:46][CH:45]=4)=[N:41]3)=[CH:36][CH:35]=2)=NC=CN=1, predict the reaction product. The product is: [Cl:24][C:9]1[C:1]([CH:33]([C:34]2[CH:43]=[C:42]3[C:37]([CH:38]=[CH:39][C:40]([C:44]4[CH:45]=[CH:46][CH:47]=[CH:48][CH:49]=4)=[N:41]3)=[CH:36][CH:35]=2)[NH:32][C:21]([CH:18]2[CH2:17][CH2:16][CH:15]([O:14][CH3:13])[CH2:20][CH2:19]2)=[O:23])=[N:8][CH:12]=[CH:11][N:10]=1.